From a dataset of Choline transporter screen with 302,306 compounds. Binary Classification. Given a drug SMILES string, predict its activity (active/inactive) in a high-throughput screening assay against a specified biological target. (1) The result is 0 (inactive). The molecule is O=C1N(CCCCC1)CC(O)=O. (2) The molecule is O(C(CC)C(=O)NCc1occc1)C(=O)C=1COc2c(C1)cccc2. The result is 0 (inactive). (3) The compound is O(c1ccc(OC)cc1)CC#CCNCC=C. The result is 0 (inactive). (4) The compound is Clc1ccc(NCN2C(=O)c3c(C2=O)cncc3)cc1. The result is 0 (inactive). (5) The compound is o1c2c(c(N)c1C(=O)c1ccccc1)cc([N+]([O-])=O)cc2. The result is 0 (inactive). (6) The molecule is o1nc(c2CC(C(C)(C)C)CCc12)C(=O)Nc1nn(Cc2ccc(cc2)C)cc1. The result is 0 (inactive). (7) The compound is ClCC(=O)N(CCCCCCC)c1cc(ccc1)C. The result is 0 (inactive). (8) The molecule is S(Cc1ccc(F)cc1)c1n(N)c(nn1)c1ccncc1. The result is 0 (inactive).